This data is from Reaction yield outcomes from USPTO patents with 853,638 reactions. The task is: Predict the reaction yield, written as a fraction of the theoretical maximum amount of product (1.0 means a 100% yield; for example, 0.34 means a 34% yield). (1) The product is [NH:1]1[C:5]2=[N:6][CH:7]=[CH:8][CH:9]=[C:4]2[C:3]([CH:10]([C:12]2[CH:13]=[N:14][C:15]([NH:18][CH2:19][C:20]3[CH:25]=[CH:24][C:23]([C:26]([F:27])([F:29])[F:28])=[CH:22][CH:21]=3)=[CH:16][CH:17]=2)[OH:11])=[CH:2]1. The yield is 0.300. The reactants are [NH:1]1[C:5]2=[N:6][CH:7]=[CH:8][CH:9]=[C:4]2[C:3]([C:10]([C:12]2[CH:13]=[N:14][C:15]([NH:18][CH2:19][C:20]3[CH:25]=[CH:24][C:23]([C:26]([F:29])([F:28])[F:27])=[CH:22][CH:21]=3)=[CH:16][CH:17]=2)=[O:11])=[CH:2]1.[BH4-].[Na+].O. The catalyst is CN(C)C=O.C(O)C. (2) The catalyst is O1CCCC1.C(OCC)(=O)C. The reactants are [Cl:1][C:2]1[C:10]([C:11]2([C:14]#[N:15])[CH2:13][CH2:12]2)=[CH:9][CH:8]=[CH:7][C:3]=1[C:4]([OH:6])=O.C(Cl)(=O)C(Cl)=O.CN(C)C=O.[NH2:27][C:28]1[C:29]([F:53])=[CH:30][C:31]([Cl:52])=[C:32]([CH:51]=1)[O:33][C:34]1[CH:48]=[CH:47][C:37]2[N:38]=[C:39]([NH:41][C:42]([CH:44]3[CH2:46][CH2:45]3)=[O:43])[S:40][C:36]=2[C:35]=1[C:49]#[N:50]. The product is [Cl:1][C:2]1[C:10]([C:11]2([C:14]#[N:15])[CH2:13][CH2:12]2)=[CH:9][CH:8]=[CH:7][C:3]=1[C:4]([NH:27][C:28]1[CH:51]=[C:32]([O:33][C:34]2[CH:48]=[CH:47][C:37]3[N:38]=[C:39]([NH:41][C:42]([CH:44]4[CH2:46][CH2:45]4)=[O:43])[S:40][C:36]=3[C:35]=2[C:49]#[N:50])[C:31]([Cl:52])=[CH:30][C:29]=1[F:53])=[O:6]. The yield is 0.570. (3) The reactants are [Cl:1][C:2]1[C:34]([C:35]([C:38]#[N:39])([CH3:37])[CH3:36])=[CH:33][CH:32]=[CH:31][C:3]=1[C:4]([NH:6][C:7]1[CH:12]=[CH:11][CH:10]=[C:9]([O:13][C:14]2[CH:28]=[CH:27][C:17]3[N:18]=[C:19]([NH:21][C:22]([CH:24]4CC4)=[O:23])[S:20][C:16]=3[C:15]=2[C:29]#[N:30])[CH:8]=1)=[O:5].N1C=CC=CC=1.C(Cl)(=O)C. The catalyst is O1CCCC1. The product is [C:22]([NH:21][C:19]1[S:20][C:16]2[C:15]([C:29]#[N:30])=[C:14]([O:13][C:9]3[CH:8]=[C:7]([NH:6][C:4](=[O:5])[C:3]4[CH:31]=[CH:32][CH:33]=[C:34]([C:35]([C:38]#[N:39])([CH3:37])[CH3:36])[C:2]=4[Cl:1])[CH:12]=[CH:11][CH:10]=3)[CH:28]=[CH:27][C:17]=2[N:18]=1)(=[O:23])[CH3:24]. The yield is 0.720. (4) The reactants are [CH2:1]([O:8][C:9]([NH:11][C@@H:12]1[CH2:16][CH2:15][N:14](O)[CH2:13]1)=[O:10])[C:2]1[CH:7]=[CH:6][CH:5]=[CH:4][CH:3]=1. The product is [CH2:1]([O:8][C:9]([NH:11][C@@H:12]1[CH2:16][CH2:15][NH:14][CH2:13]1)=[O:10])[C:2]1[CH:3]=[CH:4][CH:5]=[CH:6][CH:7]=1. The yield is 0.810. The catalyst is C(O)C.[Ni]. (5) The reactants are [CH2:1]([NH:8][C:9]1[CH:14]=[CH:13][C:12]([OH:15])=[CH:11][CH:10]=1)[C:2]1[CH:7]=[CH:6][CH:5]=[CH:4][CH:3]=1.[H-].[Na+].[C:18]([O:22][C:23]([N:25]1[CH2:29][CH2:28][CH2:27][C@@H:26]1[CH2:30]OS(C1C=CC(C)=CC=1)(=O)=O)=[O:24])([CH3:21])([CH3:20])[CH3:19]. The catalyst is CN(C=O)C. The product is [C:18]([O:22][C:23]([N:25]1[CH2:29][CH2:28][CH2:27][C@@H:26]1[CH2:30][O:15][C:12]1[CH:11]=[CH:10][C:9]([NH:8][CH2:1][C:2]2[CH:3]=[CH:4][CH:5]=[CH:6][CH:7]=2)=[CH:14][CH:13]=1)=[O:24])([CH3:21])([CH3:19])[CH3:20]. The yield is 0.440. (6) The reactants are Br[C:2]1[C:7](=[O:8])[N:6]([CH2:9][C:10]2[CH:15]=[CH:14][C:13]([C:16]3[C:17]([C:22]#[N:23])=[CH:18][CH:19]=[CH:20][CH:21]=3)=[CH:12][CH:11]=2)[C:5]([CH2:24][CH2:25][CH3:26])=[N:4][C:3]=1[CH2:27][CH3:28].[F:29][C:30]1[CH:35]=[CH:34][C:33]([F:36])=[CH:32][C:31]=1[OH:37].[OH-].[K+].CS(C)=O. The catalyst is C(OCC)(=O)C. The product is [F:29][C:30]1[CH:35]=[CH:34][C:33]([F:36])=[CH:32][C:31]=1[O:37][C:2]1[C:7](=[O:8])[N:6]([CH2:9][C:10]2[CH:15]=[CH:14][C:13]([C:16]3[C:17]([C:22]#[N:23])=[CH:18][CH:19]=[CH:20][CH:21]=3)=[CH:12][CH:11]=2)[C:5]([CH2:24][CH2:25][CH3:26])=[N:4][C:3]=1[CH2:27][CH3:28]. The yield is 0.520.